Task: Predict the product of the given reaction.. Dataset: Forward reaction prediction with 1.9M reactions from USPTO patents (1976-2016) (1) Given the reactants [NH2:1][CH:2]([CH2:15][C:16]1[CH:21]=[CH:20][CH:19]=[C:18]([O:22][C:23]([F:28])([F:27])[CH:24]([F:26])[F:25])[CH:17]=1)[CH:3]([C:5]1[CH:14]=[CH:13][C:8]([C:9]([O:11][CH3:12])=[O:10])=[CH:7][CH:6]=1)[OH:4].[C:29]1([C:40](O)=[O:41])[CH:30]=[CH:31][CH:32]=[C:33]2[CH2:39][CH2:38][CH2:37][CH:36]=[CH:35][C:34]=12.O.ON1C2C=CC=CC=2N=N1.Cl.C(N=C=NCCCN(C)C)C, predict the reaction product. The product is: [C:29]1([C:40]([NH:1][CH:2]([CH2:15][C:16]2[CH:21]=[CH:20][CH:19]=[C:18]([O:22][C:23]([F:27])([F:28])[CH:24]([F:25])[F:26])[CH:17]=2)[CH:3]([C:5]2[CH:14]=[CH:13][C:8]([C:9]([O:11][CH3:12])=[O:10])=[CH:7][CH:6]=2)[OH:4])=[O:41])[C:34]2[CH:35]=[CH:36][CH2:37][CH2:38][CH2:39][C:33]=2[CH:32]=[CH:31][CH:30]=1. (2) Given the reactants [NH:1]1[CH:8]=[N:7][C:5]([NH2:6])=[N:4][C:2]1=[O:3].C[Si](N[Si](C)(C)C)(C)C.[Si](OS(C(F)(F)F)(=O)=O)(C)(C)C.C(O[C@@H:34]1[O:46][C@H:45]([CH2:47][O:48]C(=O)C)[C@@H:40]([O:41]C(=O)C)[C@H:35]1[O:36]C(=O)C)(=O)C, predict the reaction product. The product is: [C@@H:34]1([N:1]2[CH:8]=[N:7][C:5]([NH2:6])=[N:4][C:2]2=[O:3])[O:46][C@H:45]([CH2:47][OH:48])[C@@H:40]([OH:41])[C@H:35]1[OH:36].